From a dataset of Carcinogenicity classification data from Lagunin et al.. Regression/Classification. Given a drug SMILES string, predict its toxicity properties. Task type varies by dataset: regression for continuous values (e.g., LD50, hERG inhibition percentage) or binary classification for toxic/non-toxic outcomes (e.g., AMES mutagenicity, cardiotoxicity, hepatotoxicity). Dataset: carcinogens_lagunin. (1) The molecule is c1ccc2nc(N3CCNCC3)ccc2c1. The result is 0 (non-carcinogenic). (2) The molecule is CC(O)CN(C)c1ccc(NN)nn1. The result is 1 (carcinogenic).